This data is from Catalyst prediction with 721,799 reactions and 888 catalyst types from USPTO. The task is: Predict which catalyst facilitates the given reaction. (1) Reactant: [CH3:1][O-:2].[Na+].[Cl:4][C:5]1[N:21]=[CH:20][CH:19]=[C:18](I)[C:6]=1[C:7]([NH:9][C:10]1[CH:15]=[CH:14][C:13]([F:16])=[CH:12][C:11]=1[F:17])=[O:8]. Product: [Cl:4][C:5]1[N:21]=[CH:20][CH:19]=[C:18]([O:2][CH3:1])[C:6]=1[C:7]([NH:9][C:10]1[CH:15]=[CH:14][C:13]([F:16])=[CH:12][C:11]=1[F:17])=[O:8]. The catalyst class is: 5. (2) Reactant: [F:1][C:2]1[CH:8]=[CH:7][CH:6]=[CH:5][C:3]=1[NH2:4].[Cl:9][CH2:10][CH2:11][C:12](Cl)=[O:13]. Product: [Cl:9][CH2:10][CH2:11][C:12]([NH:4][C:3]1[CH:5]=[CH:6][CH:7]=[CH:8][C:2]=1[F:1])=[O:13]. The catalyst class is: 46. (3) Reactant: [CH3:1][N:2]1[C:6]([CH2:7][CH2:8][OH:9])=[CH:5][CH:4]=[N:3]1.C(N(CC)CC)C.[CH3:17][S:18](Cl)(=[O:20])=[O:19].O. Product: [CH3:17][S:18]([O:9][CH2:8][CH2:7][C:6]1[N:2]([CH3:1])[N:3]=[CH:4][CH:5]=1)(=[O:20])=[O:19]. The catalyst class is: 22. (4) Reactant: C([O:8][C:9]1[CH:14]=[CH:13][C:12]([N:15]([CH3:61])[C:16]([C:18]2[CH:19]=[C:20]([C:27]3[CH:28]=[C:29]4[C:34](=[CH:35][C:36]=3[C:37]([N:39]3[C@H:48]([CH3:49])[CH2:47][C:46]5[C:41](=[CH:42][CH:43]=[CH:44][CH:45]=5)[CH2:40]3)=[O:38])[CH2:33][N:32]([C:50]([C:52]3([C:55]5[CH:60]=[CH:59][CH:58]=[CH:57][CH:56]=5)[CH2:54][CH2:53]3)=[O:51])[CH2:31][CH2:30]4)[N:21]3[C:26]=2[CH2:25][CH2:24][CH2:23][CH2:22]3)=[O:17])=[CH:11][CH:10]=1)C1C=CC=CC=1.B(Cl)(Cl)Cl. Product: [OH:8][C:9]1[CH:14]=[CH:13][C:12]([N:15]([CH3:61])[C:16]([C:18]2[CH:19]=[C:20]([C:27]3[CH:28]=[C:29]4[C:34](=[CH:35][C:36]=3[C:37]([N:39]3[C@H:48]([CH3:49])[CH2:47][C:46]5[C:41](=[CH:42][CH:43]=[CH:44][CH:45]=5)[CH2:40]3)=[O:38])[CH2:33][N:32]([C:50]([C:52]3([C:55]5[CH:56]=[CH:57][CH:58]=[CH:59][CH:60]=5)[CH2:54][CH2:53]3)=[O:51])[CH2:31][CH2:30]4)[N:21]3[C:26]=2[CH2:25][CH2:24][CH2:23][CH2:22]3)=[O:17])=[CH:11][CH:10]=1. The catalyst class is: 4. (5) Reactant: [C:1]([C:5]1[CH:10]=[CH:9][C:8]([S:11]([NH:14][C:15]2[C:16]([N:22]3[CH:26]=[C:25]([N+:27]([O-])=O)[CH:24]=[N:23]3)=[N:17][CH:18]=[C:19]([Cl:21])[CH:20]=2)(=[O:13])=[O:12])=[CH:7][CH:6]=1)([CH3:4])([CH3:3])[CH3:2]. Product: [NH2:27][C:25]1[CH:24]=[N:23][N:22]([C:16]2[C:15]([NH:14][S:11]([C:8]3[CH:9]=[CH:10][C:5]([C:1]([CH3:3])([CH3:2])[CH3:4])=[CH:6][CH:7]=3)(=[O:12])=[O:13])=[CH:20][C:19]([Cl:21])=[CH:18][N:17]=2)[CH:26]=1. The catalyst class is: 29. (6) Reactant: C[N:2]1CCN(C2C=CC(NC3C4N(N=CN=4)C(C4C=C(C(N)=O)SC=4)=CN=3)=CC=2)CC1.Br[C:33]1[N:38]2[N:39]=[CH:40][N:41]=[C:37]2[C:36]([NH:42][C:43]2[CH:48]=[CH:47][C:46]([N:49]3[CH2:54][CH2:53][O:52][CH2:51][CH2:50]3)=[CH:45][CH:44]=2)=[N:35][CH:34]=1.CC1(C)C(C)(C)OB([C:63]2[CH:64]=[C:65]([C:68]([NH2:70])=[O:69])[O:66][CH:67]=2)O1.C([O-])([O-])=O.[Na+].[Na+]. Product: [NH3:2].[O:52]1[CH2:53][CH2:54][N:49]([C:46]2[CH:47]=[CH:48][C:43]([NH:42][C:36]3[C:37]4[N:38]([N:39]=[CH:40][N:41]=4)[C:33]([C:63]4[CH:64]=[C:65]([C:68]([NH2:70])=[O:69])[O:66][CH:67]=4)=[CH:34][N:35]=3)=[CH:44][CH:45]=2)[CH2:50][CH2:51]1. The catalyst class is: 203. (7) Reactant: C[Si](C)(C)[C:3]1[S:4][CH:5]=[CH:6][N:7]=1.Cl[C:11]([O:13][CH2:14][CH3:15])=[O:12]. Product: [S:4]1[CH:5]=[CH:6][N:7]=[C:3]1[C:11]([O:13][CH2:14][CH3:15])=[O:12]. The catalyst class is: 48. (8) Reactant: [CH3:1][C:2]1[C:37]([CH3:38])=[CH:36][CH:35]=[CH:34][C:3]=1[O:4][C:5]1[C:6]([C:22]([NH:24]CC2C=CC(OC)=CC=2)=[O:23])=[C:7]([NH:13][C:14]2[CH:19]=[CH:18][C:17]([I:20])=[CH:16][C:15]=2[F:21])[N:8]([CH3:12])[C:9](=[O:11])[CH:10]=1.[Cl-].[Al+3].[Cl-].[Cl-].O.Cl. Product: [CH3:1][C:2]1[C:37]([CH3:38])=[CH:36][CH:35]=[CH:34][C:3]=1[O:4][C:5]1[C:6]([C:22]([NH2:24])=[O:23])=[C:7]([NH:13][C:14]2[CH:19]=[CH:18][C:17]([I:20])=[CH:16][C:15]=2[F:21])[N:8]([CH3:12])[C:9](=[O:11])[CH:10]=1. The catalyst class is: 520.